From a dataset of Catalyst prediction with 721,799 reactions and 888 catalyst types from USPTO. Predict which catalyst facilitates the given reaction. (1) Reactant: [C:1]([C:4]1[O:5][C:6]([Br:9])=[CH:7][CH:8]=1)(=[O:3])[CH3:2].[CH3:10][N:11]([CH3:19])[C:12]1[O:16][C:15]([CH:17]=O)=[CH:14][CH:13]=1.[OH-].[K+]. Product: [Br:9][C:6]1[O:5][C:4]([C:1](=[O:3])[CH:2]=[CH:17][C:15]2[O:16][C:12]([N:11]([CH3:19])[CH3:10])=[CH:13][CH:14]=2)=[CH:8][CH:7]=1. The catalyst class is: 8. (2) Reactant: [Br:1][C:2]1[CH:7]=[CH:6][C:5]([S:8](Cl)(=[O:10])=[O:9])=[CH:4][CH:3]=1.CN.[N:14]1C=CC=C[CH:15]=1. Product: [Br:1][C:2]1[CH:7]=[CH:6][C:5]([S:8]([NH:14][CH3:15])(=[O:10])=[O:9])=[CH:4][CH:3]=1. The catalyst class is: 4. (3) Reactant: [OH:1][C@H:2]1[CH2:6][CH2:5][NH:4][C:3]1=[O:7].Br[C:9]1[CH:10]=[C:11]([CH3:15])[CH:12]=[CH:13][CH:14]=1.C1(P(C2C=CC=CC=2)C2C3OC4C(=CC=CC=4P(C4C=CC=CC=4)C4C=CC=CC=4)C(C)(C)C=3C=CC=2)C=CC=CC=1.C(=O)([O-])[O-].[Cs+].[Cs+]. Product: [OH:1][C@H:2]1[CH2:6][CH2:5][N:4]([C:9]2[CH:14]=[CH:13][CH:12]=[C:11]([CH3:15])[CH:10]=2)[C:3]1=[O:7]. The catalyst class is: 160. (4) Reactant: [Cl:1][C:2]1[CH:10]=[C:9]2[C:5]([C:6](O)([C:12]3[CH:21]=[CH:20][C:19]4[C:14](=[CH:15][CH:16]=[CH:17][CH:18]=4)[CH:13]=3)[C:7](=[O:11])[NH:8]2)=[CH:4][CH:3]=1.C([SiH](CC)CC)C.FC(F)(F)C(O)=O.C(=O)([O-])[O-].[Na+].[Na+]. Product: [Cl:1][C:2]1[CH:10]=[C:9]2[C:5]([CH:6]([C:12]3[CH:21]=[CH:20][C:19]4[C:14](=[CH:15][CH:16]=[CH:17][CH:18]=4)[CH:13]=3)[C:7](=[O:11])[NH:8]2)=[CH:4][CH:3]=1. The catalyst class is: 13. (5) The catalyst class is: 147. Reactant: ICl.[OH:3][CH2:4]C(CO)OCN1C=C(C=C)C(=O)NC1=O.[OH:20][CH2:21][CH2:22][O:23][CH2:24][N:25]1[CH:32]=[C:31]([CH:33]([N:36]=[N+:37]=[N-:38])[CH2:34][I:35])[C:29](=[O:30])[NH:28][C:26]1=[O:27]. Product: [OH:20][CH2:21][CH:22]([CH2:4][OH:3])[O:23][CH2:24][N:25]1[CH:32]=[C:31]([CH:33]([N:36]=[N+:37]=[N-:38])[CH2:34][I:35])[C:29](=[O:30])[NH:28][C:26]1=[O:27].